From a dataset of Human Reference Interactome with 51,813 positive PPI pairs across 8,248 proteins, plus equal number of experimentally-validated negative pairs. Binary Classification. Given two protein amino acid sequences, predict whether they physically interact or not. (1) Protein 1 (ENSG00000180329) has sequence MAAPSEVAAIAPGEGDGGGGGFGSWLDGRLEALGVDRAVYGAYILGILQEEEEEEKLDALQGILSAFLEEDSLLNICKEIVERWSETQNVVTKVKKEDEVQAIATLIEKQAQIVVKPRMVSEEEKQRKAALLAQYADVTDEEDEADEKDDSGATTMNIGSDKLLFRNTNVEDVLNARKLERDSLRDESQRKKEQDKLQRERDKLAKQERKEKEKKRTQRGERKR*MAAPSEVAAIAPGEGDGGGGGFGSWLDGRLEALGVDRAVYGAYILGILQEEEEEEKLDALQGILSAFLEEDSLLN.... Protein 2 (ENSG00000155918) has sequence MAAAAIPALLLCLPLLFLLFGWSRARRDDPHSLCYDITVIPKFRPGPRWCAVQGQVDEKTFLHYDCGNKTVTPVSPLGKKLNVTMAWKAQNPVLREVVDILTEQLLDIQLENYTPKEPLTLQARMSCEQKAEGHSSGSWQFSIDGQTFLLFDSEKRMWTTVHPGARKMKEKWENDKDVAMSFHYISMGDCIGWLEDFLMGMDSTLEPSAGAPLAMSSGTTQLRATATTLILCCLLIILPCFILPGI*. Result: 0 (the proteins do not interact). (2) Protein 1 (ENSG00000087111) has sequence MAAAGAAATHLAPPHGACHCRVYAGVSAPGRPGEAALHRCA*MAAAGAAATHLEVARGKRAALFFAAVAIVLGLPLWWKTTETYRASLPYSQISGLNALQLRLMVPVTVVFTRESVPLDDQEKLPFTVVHEREIPLKYKMKIKCRFQKAYRRALDHEEEALSSGSVQEAEAMLDEPQEQAEGSLTVYVISEHSSLLPQDMMSYIGPKRTAVVRGIMHREAFNIIGRRIVQVAQAMSLTEDVLAAALADHLPEDKWSAEKRRPLKSSLGYEITFSLLNPDPKSHDVYWDIEGAVRRYVQPF.... Protein 2 (ENSG00000169715) has sequence MDPNCSCATGGSCTCAGSCKCKECKCTSCKKSECGAISRNLGLWLRLGGNSRLALSASFWGTGLSLPSLPVSFPLQAFCPKFRWGRTAFFSWDTNPNCTPYGFRTELCQTKKSILWVWVLSSSQACY*MDPNCSCATGGSCTCAGSCKCKECKCTSCKKSCCSCCPVGCAKCAQGCVCKGASEKCSCCA*MDPNCSCATGCCSCCPVGCAKCAQGCVCKGASEKCSCCA*. Result: 0 (the proteins do not interact). (3) Protein 2 (ENSG00000172465) has sequence MDKPRKENEEEPQSAPKTDEERPPVEHSPEKQSPEEQSSEEQSSEEEFFPEELLPELLPEMLLSEERPPQEGLSRKDLFEGRPPMEQPPCGVGKHKLEEGSFKERLARSRPQFRGDIHGRNLSNEEMIQAADELEEMKRVRNKLMIMHWKAKRSRPYPI*. Protein 1 (ENSG00000165071) has sequence MYRISQLMSTPVASSSRLEREYAGELSPTCIFPSFTCDSLDGYHSFECGSIDPLTGSHYTCRRSPRLLTNGYYIWTEDSFLCDKDGNITLNPSQTSVMYKENLVRIFRKKKRICHSFSSLFNLSTSKSWLHGSIFGDINSSPSEDNWLKGTRRLDTDHCNGNETRLLQEVFFQAILLAVCLIISACARWFMGEILASVFTCSLMITVAYVKSLFLSLASYFKTTACARFVKI*MYRISQLMSTPVASSSRLEREYAGELSPTCIFPSFTCDSLDGYHSFECGSIDPLTGSHYTCRRSPRL.... Result: 0 (the proteins do not interact). (4) Protein 1 (ENSG00000162972) has sequence MALAARLLPQFLHSRSLPCGAVRLRTPAVAEVRLPSATLCYFCRCRLGLGAALFPRSARALAASALPAQGSRWPVLSSPGLPAAFASFPACPQRSYSTEEKPQQHQKTKMIVLGFSNPINWVRTRIKAFLIWAYFDKEFSITEFSEGAKQAFAHVSKLLSQCKFDLLEELVAKEVLHALKEKVTSLPDNHKNALAANIDEIVFTSTGDISIYYDEKGRKFVNILMCFWYLTSANIPSETLRGASVFQVKLGNQNVETKQLLSASYEFQREFTQGVKPDWTIARIEHSKLLE*XPQFLHSR.... Protein 2 (ENSG00000185674) has sequence MLSSVVFWGLIALIGTSRGSYPFSHSMKPHLHPRLYHGCYGDIMTMKTSGATCDANSVMNCGIRGSEMFAEMDLRAIKPYQTLIKEVGQRHCVDPAVIAAIISRESHGGSVLQDGWDHRGLKFGLMQLDKQTYHPVGAWDSKEHLSQATGILTERIKAIQKKFPTWSVAQHLKGGLSAFKSGIEAIATPSDIDNDFVNDIIARAKFYKRQSF*MLSSVVFWGLIALIGTSRGSYPFSHSMKPHLHPRLYHGCYGDIMTMKTSGATCDANSVMNCGIRGSEMFAEMDLRAIKPYQTLIKEV.... Result: 0 (the proteins do not interact). (5) Result: 1 (the proteins interact). Protein 2 (ENSG00000149451) has sequence MGWRPRRARGTPLLLLLLLLLLWPVPGAGVLQGHIPGQPVTPHWVLDGQPWRTVSLEEPVSKPDMGLVALEAEGQELLLELEKNHRLLAPGYIETHYGPDGQPVVLAPNHTDHCHYQGRVRGFPDSWVVLCTCSGMSGLITLSRNASYYLRPWPPRGSKDFSTHEIFRMEQLLTWKGTCGHRDPGNKAGMTSLPGGPQSRGRREARRTRKYLELYIVADHTLFLTRHRNLNHTKQRLLEVANYVDQLLRTLDIQVALTGLEVWTERDRSRVTQDANATLWAFLQWRRGLWAQRPHDSAQL.... Protein 1 (ENSG00000112038) has sequence MDSSAAPTNASNCTDALAYSSCSPAPSPGSWVNLSHLDGNLSDPCGPNRTDLGGRDSLCPPTGSPSMITAITIMALYSIVCVVGLFGNFLVMYVIVRYTKMKTATNIYIFNLALADALATSTLPFQSVNYLMGTWPFGTILCKIVISIDYYNMFTSIFTLCTMSVDRYIAVCHPVKALDFRTPRNAKIINVCNWILSSAIGLPVMFMATTKYRQGSIDCTLTFSHPTWYWENLLKICVFIFAFIMPVLIITVCYGLMILRLKSVRMLSGSKEKDRNLRRITRMVLVVVAVFIVCWTPIHI.... (6) Protein 1 (ENSG00000119402) has sequence MKQLEDHEAFETSSLIGHSARVYALYYKDGLLCTGSDDLSAKLWDVSTGQCVYGIQTHTCAAVKFDEQKLVTGSFDNTVACWEWSSGARTQHFRGHTGAVFSVDYNDELDILVSGSADFTVKVWALSAGTCLNTLTGHTEWVTKVVLQKCKVKSLLHSPGDYILLSADKYEIKIWPIGREINCKCLKTLSVSEDRSICLQPRLHFDGKMERKDFETWLDNISVTFLSLTDLQKNETLDHLISLSGAVQLRHLSNNLETLLKRDFLKLLPLELSFYLLKWLDPQTLLTCCLVSKQWNKVIS.... Protein 2 (ENSG00000173141) has sequence MFLTALLWRGRIPGRQWIGKHRRPRFVSLRAKQNMIRRLEIEAENHYWLSMPYMTREQERGHAAVRRREAFEAIKAAATSKFPPHRFIADQLDHLNVTKKWS*. Result: 0 (the proteins do not interact).